The task is: Regression/Classification. Given a drug SMILES string, predict its absorption, distribution, metabolism, or excretion properties. Task type varies by dataset: regression for continuous measurements (e.g., permeability, clearance, half-life) or binary classification for categorical outcomes (e.g., BBB penetration, CYP inhibition). Dataset: bbb_martins.. This data is from Blood-brain barrier penetration binary classification data from Martins et al.. The drug is Cn1nnnc1SCC1=C(C(=O)O)N2C(=O)[C@@H](NC(=O)CS/C=C\C#N)[C@H]2SC1. The result is 0 (does not penetrate BBB).